This data is from Forward reaction prediction with 1.9M reactions from USPTO patents (1976-2016). The task is: Predict the product of the given reaction. (1) Given the reactants [CH3:1][CH:2]([S:4]([NH:7][CH:8]1[C:12]([C:13]2[CH:22]=[CH:21][C:16]([O:17][CH2:18][C:19]#[N:20])=[CH:15][CH:14]=2)=[CH:11][CH2:10][CH2:9]1)(=[O:6])=[O:5])[CH3:3].COCCO[AlH2-]OCCOC.[Na+].Cl, predict the reaction product. The product is: [NH2:20][CH2:19][CH2:18][O:17][C:16]1[CH:15]=[CH:14][C:13]([C:12]2[CH:8]([NH:7][S:4]([CH:2]([CH3:3])[CH3:1])(=[O:6])=[O:5])[CH2:9][CH2:10][CH:11]=2)=[CH:22][CH:21]=1. (2) Given the reactants F[C:2]1[CH:16]=[CH:15][C:5]2[C:6](=[O:14])[NH:7][C:8]3[C:13]([C:4]=2[CH:3]=1)=[CH:12][CH:11]=[CH:10][N:9]=3.[Cl:17][C:18]1[CH:23]=C[C:21](O)=[CH:20][CH:19]=1.[C:25](=[O:28])([O-])[O-].[K+].[K+], predict the reaction product. The product is: [Cl:17][C:18]1[CH:23]=[C:25]([CH:21]=[CH:20][CH:19]=1)[O:28][C:2]1[CH:16]=[CH:15][C:5]2[C:6](=[O:14])[NH:7][C:8]3[C:13]([C:4]=2[CH:3]=1)=[CH:12][CH:11]=[CH:10][N:9]=3. (3) Given the reactants [C:1]([O:5][C:6]([C:8]([NH2:12])([OH:11])[CH2:9][CH3:10])=[O:7])([CH3:4])([CH3:3])[CH3:2].[CH:13]1[CH:14]=[CH:15][C:16]([NH:23][C:24]2[C:25]([Cl:31])=[CH:26][CH:27]=[CH:28][C:29]=2[Cl:30])=[C:17]([CH2:19][C:20]([OH:22])=[O:21])[CH:18]=1.CN(C=O)C.CCN=C=NCCCN(C)C.Cl, predict the reaction product. The product is: [C:6]([C:8]([NH2:12])([OH:11])[CH2:9][CH3:10])([O:5][C:1]([CH3:2])([CH3:4])[CH3:3])=[O:7].[CH:13]1[CH:14]=[CH:15][C:16]([NH:23][C:24]2[C:29]([Cl:30])=[CH:28][CH:27]=[CH:26][C:25]=2[Cl:31])=[C:17]([CH2:19][C:20]([OH:22])=[O:21])[CH:18]=1.